From a dataset of Reaction yield outcomes from USPTO patents with 853,638 reactions. Predict the reaction yield, written as a fraction of the theoretical maximum amount of product (1.0 means a 100% yield; for example, 0.34 means a 34% yield). (1) The reactants are [Cl:1][C:2]1[CH:9]=[C:8]([OH:10])[CH:7]=[CH:6][C:3]=1[CH:4]=[O:5].Br[CH2:12][C:13]([NH2:15])=[O:14].C(=O)([O-])[O-].[Cs+].[Cs+].[I-].[K+].C(=O)([O-])[O-].[K+].[K+].[I-].[Na+]. The catalyst is CN(C=O)C. The product is [Cl:1][C:2]1[CH:9]=[C:8]([CH:7]=[CH:6][C:3]=1[CH:4]=[O:5])[O:10][CH2:12][C:13]([NH2:15])=[O:14]. The yield is 0.390. (2) The catalyst is [Pd].CO.CN(C)C=O. The product is [OH:8][C:9]1[CH:10]=[C:11]([N:17]2[CH2:21][CH2:20][N:19]([C:22]3[CH:27]=[CH:26][CH:25]=[CH:24][CH:23]=3)[C:18]2=[O:29])[CH:12]=[CH:13][C:14]=1[O:15][CH3:16]. The reactants are C([O:8][C:9]1[CH:10]=[C:11]([N:17]2[CH2:21][CH2:20][N:19]([C:22]3[CH:27]=[CH:26][CH:25]=[CH:24][C:23]=3Cl)[C:18]2=[O:29])[CH:12]=[CH:13][C:14]=1[O:15][CH3:16])C1C=CC=CC=1.C([O-])=O.[NH4+]. The yield is 0.160. (3) The reactants are [Cl:1][C:2]1[N:3]=[C:4]([C:9]([NH:11][C@H:12]2[CH2:17][CH2:16][N:15]([C:18]3[S:19][C:20]([C:24]([O:26]CC)=[O:25])=[C:21]([CH3:23])[N:22]=3)[CH2:14][C@H:13]2[O:29][CH2:30][C:31]([F:34])([F:33])[CH3:32])=[O:10])[NH:5][C:6]=1[CH2:7][CH3:8].[OH-].[Li+]. The catalyst is CO. The product is [Cl:1][C:2]1[N:3]=[C:4]([C:9]([NH:11][C@H:12]2[CH2:17][CH2:16][N:15]([C:18]3[S:19][C:20]([C:24]([OH:26])=[O:25])=[C:21]([CH3:23])[N:22]=3)[CH2:14][C@H:13]2[O:29][CH2:30][C:31]([F:34])([F:33])[CH3:32])=[O:10])[NH:5][C:6]=1[CH2:7][CH3:8]. The yield is 0.740.